Predict the reactants needed to synthesize the given product. From a dataset of Full USPTO retrosynthesis dataset with 1.9M reactions from patents (1976-2016). (1) Given the product [N:11]1[CH:16]=[CH:15][C:14]([C:17]2[N:1]=[C:2]3[NH:6][C:5]4[CH:7]=[CH:8][CH:9]=[CH:10][C:4]=4[N:3]3[C:19](=[O:20])[CH:18]=2)=[CH:13][CH:12]=1, predict the reactants needed to synthesize it. The reactants are: [NH2:1][C:2]1[NH:3][C:4]2[CH:10]=[CH:9][CH:8]=[CH:7][C:5]=2[N:6]=1.[N:11]1[CH:16]=[CH:15][C:14]([C:17](=O)[CH2:18][C:19](OCC)=[O:20])=[CH:13][CH:12]=1. (2) Given the product [Cl:1][C:2]1[CH:3]=[C:4]([C:29]([NH:66][C@@H:67]2[CH2:71][CH2:70][N:69]([CH3:72])[C:68]2=[O:73])=[O:30])[CH:5]=[N:6][C:7]=1[NH:8][NH:9][C:10]([NH:12][CH:13]1[C:19]2[CH:20]=[N:21][CH:22]=[CH:23][C:18]=2[CH2:17][CH2:16][C:15]2[C:24]([F:28])=[CH:25][CH:26]=[CH:27][C:14]1=2)=[S:11], predict the reactants needed to synthesize it. The reactants are: [Cl:1][C:2]1[CH:3]=[C:4]([C:29](O)=[O:30])[CH:5]=[N:6][C:7]=1[NH:8][NH:9][C:10]([NH:12][CH:13]1[C:19]2[CH:20]=[N:21][CH:22]=[CH:23][C:18]=2[CH2:17][CH2:16][C:15]2[C:24]([F:28])=[CH:25][CH:26]=[CH:27][C:14]1=2)=[S:11].CN(C(ON1N=NC2C=CC=NC1=2)=[N+](C)C)C.F[P-](F)(F)(F)(F)F.CCN(C(C)C)C(C)C.Cl.[NH2:66][C@@H:67]1[CH2:71][CH2:70][N:69]([CH3:72])[C:68]1=[O:73]. (3) Given the product [CH3:17][C:14]1([C:12]([N:9]2[CH2:8][CH2:7][CH:6]([C:4]([OH:5])=[O:3])[CH2:11][CH2:10]2)=[O:13])[CH2:15][CH2:16]1, predict the reactants needed to synthesize it. The reactants are: C([O:3][C:4]([CH:6]1[CH2:11][CH2:10][N:9]([C:12]([C:14]2([CH3:17])[CH2:16][CH2:15]2)=[O:13])[CH2:8][CH2:7]1)=[O:5])C.C(OC(C1CCNCC1)=O)C.CC1(C(O)=O)CC1.O[Li].O. (4) The reactants are: C(OCC)(=O)C.[ClH:7].[F:8][C:9]1[CH:14]=[CH:13][C:12]([C:15]2[CH:20]=[CH:19][C:18]([C:21]([NH:23][C:24]3[CH:43]=[CH:42][C:27]([CH2:28][CH:29]4[CH2:34][CH2:33][CH2:32][N:31](C(OC(C)(C)C)=O)[CH2:30]4)=[CH:26][CH:25]=3)=[O:22])=[CH:17][CH:16]=2)=[CH:11][CH:10]=1. Given the product [ClH:7].[F:8][C:9]1[CH:10]=[CH:11][C:12]([C:15]2[CH:16]=[CH:17][C:18]([C:21]([NH:23][C:24]3[CH:43]=[CH:42][C:27]([CH2:28][CH:29]4[CH2:34][CH2:33][CH2:32][NH:31][CH2:30]4)=[CH:26][CH:25]=3)=[O:22])=[CH:19][CH:20]=2)=[CH:13][CH:14]=1, predict the reactants needed to synthesize it. (5) Given the product [CH:1]1([C:7]2[N:8]=[C:9]3[CH:14]=[N:13][C:12]4[NH:15][CH:16]=[CH:17][C:11]=4[N:10]3[CH:28]=2)[CH2:2][CH2:3][CH2:4][CH2:5][CH2:6]1, predict the reactants needed to synthesize it. The reactants are: [CH:1]1([C:7]2[N:8]=[C:9]3[CH:14]=[N:13][C:12]4[N:15](S(C5C=CC(C)=CC=5)(=O)=O)[CH:16]=[CH:17][C:11]=4[N:10]3[CH:28]=2)[CH2:6][CH2:5][CH2:4][CH2:3][CH2:2]1.[OH-].[Na+]. (6) Given the product [CH3:34][O:17][C:16](=[O:18])[CH2:15][N:12]1[C:11]2[C:10]([CH3:20])([CH3:19])[C:9]3[CH:21]=[C:22]([O:25][CH2:26][C@@H:27]([OH:32])[C@H:28]([OH:31])[CH2:29][OH:30])[CH:23]=[CH:24][C:8]=3[C:7](=[O:33])[C:6]=2[C:5]2[C:13]1=[CH:14][C:2]([Br:1])=[CH:3][CH:4]=2, predict the reactants needed to synthesize it. The reactants are: [Br:1][C:2]1[CH:14]=[C:13]2[C:5]([C:6]3[C:7](=[O:33])[C:8]4[CH:24]=[CH:23][C:22]([O:25][CH2:26][C@@H:27]([OH:32])[C@H:28]([OH:31])[CH2:29][OH:30])=[CH:21][C:9]=4[C:10]([CH3:20])([CH3:19])[C:11]=3[N:12]2[CH2:15][C:16]([OH:18])=[O:17])=[CH:4][CH:3]=1.[CH3:34][Si](C=[N+]=[N-])(C)C.